Dataset: Serine/threonine kinase 33 screen with 319,792 compounds. Task: Binary Classification. Given a drug SMILES string, predict its activity (active/inactive) in a high-throughput screening assay against a specified biological target. (1) The compound is O(c1c(c2cc(nc(N)c2C#N)c2cccnc2)cc(OC)cc1)C. The result is 0 (inactive). (2) The molecule is Clc1c(C(=O)n2c(nnc2)N)ccc(Cl)c1. The result is 0 (inactive). (3) The drug is O1C(CC(=O)N(Cc2ccccc2)C)C(=O)Nc2c1ccc(c2)C. The result is 0 (inactive). (4) The drug is S(c1ncccc1COC(=O)NC(C)C)c1ccc(cc1)C. The result is 0 (inactive). (5) The molecule is Brc1c(OCc2[nH]c3c(c(=O)n2)cccc3)ccc(Cl)c1. The result is 0 (inactive).